Dataset: Reaction yield outcomes from USPTO patents with 853,638 reactions. Task: Predict the reaction yield, written as a fraction of the theoretical maximum amount of product (1.0 means a 100% yield; for example, 0.34 means a 34% yield). (1) The reactants are Cl[C:2]1[CH:7]=[C:6]([C:8]2[CH:13]=[C:12]([Br:14])[CH:11]=[CH:10][C:9]=2[O:15][CH2:16][CH3:17])[N:5]=[C:4]([NH2:18])[N:3]=1.[NH2:19][C:20]1[CH:25]=[CH:24][C:23]([CH:26]([OH:31])[C:27]([F:30])([F:29])[F:28])=[CH:22][CH:21]=1. No catalyst specified. The product is [NH2:18][C:4]1[N:3]=[C:2]([NH:19][C:20]2[CH:25]=[CH:24][C:23]([CH:26]([OH:31])[C:27]([F:28])([F:29])[F:30])=[CH:22][CH:21]=2)[CH:7]=[C:6]([C:8]2[CH:13]=[C:12]([Br:14])[CH:11]=[CH:10][C:9]=2[O:15][CH2:16][CH3:17])[N:5]=1. The yield is 0.390. (2) The product is [NH2:1][C:2]1[N:7]=[CH:6][N:5]=[C:4]2[N:8]([CH:12]3[CH2:17][CH2:16][CH2:15][N:14]([C:18]([O:20][C:21]([CH3:24])([CH3:23])[CH3:22])=[O:19])[CH2:13]3)[N:9]=[C:10]([C:35]3[CH:36]=[CH:37][C:32]([O:25][C:26]4[CH:31]=[CH:30][CH:29]=[CH:28][CH:27]=4)=[CH:33][CH:34]=3)[C:3]=12. The yield is 0.640. The reactants are [NH2:1][C:2]1[N:7]=[CH:6][N:5]=[C:4]2[N:8]([CH:12]3[CH2:17][CH2:16][CH2:15][N:14]([C:18]([O:20][C:21]([CH3:24])([CH3:23])[CH3:22])=[O:19])[CH2:13]3)[N:9]=[C:10](I)[C:3]=12.[O:25]([C:32]1[CH:37]=[CH:36][C:35](B(O)O)=[CH:34][CH:33]=1)[C:26]1[CH:31]=[CH:30][CH:29]=[CH:28][CH:27]=1.C(=O)([O-])[O-].[Na+].[Na+]. The catalyst is O1CCOCC1.O.C1C=CC([P]([Pd]([P](C2C=CC=CC=2)(C2C=CC=CC=2)C2C=CC=CC=2)([P](C2C=CC=CC=2)(C2C=CC=CC=2)C2C=CC=CC=2)[P](C2C=CC=CC=2)(C2C=CC=CC=2)C2C=CC=CC=2)(C2C=CC=CC=2)C2C=CC=CC=2)=CC=1. (3) The reactants are [CH:1]1[C:10]2[CH:9]=[CH:8][CH:7]=[C:6](B(O)O)[C:5]=2[CH:4]=[CH:3][N:2]=1.[CH2:14]([O:16][C:17](=[O:35])[CH2:18][N:19]1[CH:23]=[C:22]([C:24]2[CH:29]=[N:28][C:27]([NH2:30])=[C:26]3[O:31][C:32](Cl)=[CH:33][C:25]=23)[CH:21]=[N:20]1)[CH3:15].C(=O)([O-])[O-].[K+].[K+]. The catalyst is O1CCOCC1.O.[Pd](Cl)Cl.C1(P(C2C=CC=CC=2)[C-]2C=CC=C2)C=CC=CC=1.[C-]1(P(C2C=CC=CC=2)C2C=CC=CC=2)C=CC=C1.[Fe+2]. The product is [NH2:30][C:27]1[N:28]=[CH:29][C:24]([C:22]2[CH:21]=[N:20][N:19]([CH2:18][C:17]([O:16][CH2:14][CH3:15])=[O:35])[CH:23]=2)=[C:25]2[CH:33]=[C:32]([C:6]3[CH:7]=[CH:8][CH:9]=[C:10]4[C:5]=3[CH:4]=[CH:3][N:2]=[CH:1]4)[O:31][C:26]=12. The yield is 0.410. (4) The reactants are [Cl:1][C:2]1[CH:3]=[C:4]([CH2:9][C:10]([OH:12])=[O:11])[CH:5]=[CH:6][C:7]=1[Cl:8].[CH3:13]O. No catalyst specified. The product is [CH3:13][O:11][C:10](=[O:12])[CH2:9][C:4]1[CH:5]=[CH:6][C:7]([Cl:8])=[C:2]([Cl:1])[CH:3]=1. The yield is 0.950.